From a dataset of Forward reaction prediction with 1.9M reactions from USPTO patents (1976-2016). Predict the product of the given reaction. (1) Given the reactants [NH:1]([C:8]1[C:16]2[O:15][CH:14]([CH2:17][O:18][S:19]([C:22]3[CH:27]=[CH:26][C:25]([CH3:28])=[CH:24][CH:23]=3)(=[O:21])=[O:20])[CH2:13][C:12]=2[CH:11]=[CH:10][CH:9]=1)[C:2]1[CH:7]=[CH:6][CH:5]=[CH:4][CH:3]=1.Br[C:30]1C=CC(C)=CC=1.CC(C)([O-])C.[Na+], predict the reaction product. The product is: [CH3:28][C:25]1[CH:26]=[CH:27][C:22]([S:19]([O:18][CH2:17][CH:14]2[CH2:13][C:12]3[CH:11]=[CH:10][CH:9]=[C:8]([NH:1][C:2]4[CH:7]=[CH:6][C:5]([CH3:30])=[CH:4][CH:3]=4)[C:16]=3[O:15]2)(=[O:21])=[O:20])=[CH:23][CH:24]=1. (2) The product is: [CH3:29][C:30]1[C:34]([CH3:35])=[C:33]([NH:36][C:37]([N:24]2[CH2:23][CH2:22][C:20]3([O:19][CH2:18][C@@H:17]([C:13]4[CH:14]=[CH:15][CH:16]=[C:11]([C:8]5[CH:7]=[CH:6][C:5]([C:4]([F:3])([F:27])[F:28])=[CH:10][N:9]=5)[CH:12]=4)[CH2:21]3)[CH2:26][CH2:25]2)=[O:38])[O:32][N:31]=1. Given the reactants Cl.Cl.[F:3][C:4]([F:28])([F:27])[C:5]1[CH:6]=[CH:7][C:8]([C:11]2[CH:12]=[C:13]([C@H:17]3[CH2:21][C:20]4([CH2:26][CH2:25][NH:24][CH2:23][CH2:22]4)[O:19][CH2:18]3)[CH:14]=[CH:15][CH:16]=2)=[N:9][CH:10]=1.[CH3:29][C:30]1[C:34]([CH3:35])=[C:33]([NH:36][C:37](=O)[O:38]C2C=CC=CC=2)[O:32][N:31]=1.CCN(C(C)C)C(C)C, predict the reaction product. (3) The product is: [F:1][C:2]1[CH:8]=[C:7]2[C:5](=[CH:4][C:3]=1[O:9][CH3:10])[N:6]=[C:13]([CH3:14])[CH:12]=[CH:11]2. Given the reactants [F:1][C:2]1[CH:8]=[CH:7][C:5]([NH2:6])=[CH:4][C:3]=1[O:9][CH3:10].[CH:11](=O)/[CH:12]=[CH:13]/[CH3:14].[OH-].[NH4+], predict the reaction product. (4) Given the reactants [CH:1]1([C:5]([C:7]2[CH:12]=[CH:11][C:10]([OH:13])=[CH:9][C:8]=2F)=O)[CH2:4][CH2:3][CH2:2]1.C([O-])(=O)C.[Na+].Cl.Cl.[CH2:22]([NH:29][NH2:30])[C:23]1[CH:28]=[CH:27][CH:26]=[CH:25][CH:24]=1, predict the reaction product. The product is: [CH2:22]([N:29]1[C:8]2[C:7]([CH:12]=[CH:11][C:10](=[O:13])[CH:9]=2)=[C:5]([CH:1]2[CH2:4][CH2:3][CH2:2]2)[NH:30]1)[C:23]1[CH:28]=[CH:27][CH:26]=[CH:25][CH:24]=1. (5) Given the reactants [C:1]([OH:13])(=[O:12])[CH2:2][C:3]([CH2:8][C:9]([OH:11])=[O:10])([C:5]([OH:7])=[O:6])[OH:4].C(=O)(O)[O-].[Na+:18], predict the reaction product. The product is: [C:1]([O-:13])(=[O:12])[CH2:2][C:3]([CH2:8][C:9]([O-:11])=[O:10])([C:5]([O-:7])=[O:6])[OH:4].[Na+:18].[Na+:18].[Na+:18].[C:1]([OH:13])(=[O:12])[CH2:2][C:3]([CH2:8][C:9]([OH:11])=[O:10])([C:5]([OH:7])=[O:6])[OH:4]. (6) Given the reactants [OH:1][CH:2]1[CH:7]([C:8]2[CH:13]=[CH:12][C:11]([O:14][CH2:15][CH2:16][CH2:17][O:18][CH2:19][C:20]3[CH:25]=[CH:24][CH:23]=[CH:22][C:21]=3[O:26][CH3:27])=[CH:10][CH:9]=2)[CH2:6][CH2:5][N:4]([C:28]([O:30][C:31]([CH3:34])([CH3:33])[CH3:32])=[O:29])[CH2:3]1.Cl[CH2:36][C:37]1[CH:46]=[C:45]2[C:40]([CH:41]=[CH:42][C:43](=[O:52])[N:44]2[CH2:47][CH2:48][CH2:49][O:50][CH3:51])=[CH:39][CH:38]=1, predict the reaction product. The product is: [CH3:27][O:26][C:21]1[CH:22]=[CH:23][CH:24]=[CH:25][C:20]=1[CH2:19][O:18][CH2:17][CH2:16][CH2:15][O:14][C:11]1[CH:12]=[CH:13][C:8]([CH:7]2[CH2:6][CH2:5][N:4]([C:28]([O:30][C:31]([CH3:34])([CH3:33])[CH3:32])=[O:29])[CH2:3][CH:2]2[O:1][CH2:36][C:37]2[CH:46]=[C:45]3[C:40]([CH:41]=[CH:42][C:43](=[O:52])[N:44]3[CH2:47][CH2:48][CH2:49][O:50][CH3:51])=[CH:39][CH:38]=2)=[CH:9][CH:10]=1.